From a dataset of Reaction yield outcomes from USPTO patents with 853,638 reactions. Predict the reaction yield, written as a fraction of the theoretical maximum amount of product (1.0 means a 100% yield; for example, 0.34 means a 34% yield). (1) The reactants are Cl.[NH2:2][C@H:3]([C:7]([O:9][CH3:10])=[O:8])[CH:4]([CH3:6])[CH3:5].[BH3-]C#N.[Na+].[CH:15](=O)[CH2:16][CH2:17][CH2:18][CH2:19][CH:20]=[CH2:21]. The catalyst is CO.[Cl-].[Cl-].[Zn+2]. The product is [CH2:21]([NH:2][C@@H:3]([CH:4]([CH3:6])[CH3:5])[C:7]([O:9][CH3:10])=[O:8])[CH2:20][CH2:19][CH2:18][CH2:17][CH:16]=[CH2:15]. The yield is 0.980. (2) The reactants are I[C:2]1[CH:7]=[CH:6][N:5]=[C:4]([S:8][CH3:9])[N:3]=1.[CH2:10]([Sn:14]([CH2:32][CH2:33][CH2:34][CH3:35])([CH2:28][CH2:29][CH2:30][CH3:31])[Sn:14]([CH2:28][CH2:29][CH2:30][CH3:31])([CH2:32][CH2:33][CH2:34][CH3:35])[CH2:10][CH2:11][CH2:12][CH3:13])[CH2:11][CH2:12][CH3:13].[F-].C([N+](CCCC)(CCCC)CCCC)CCC. The catalyst is O1CCCC1. The product is [CH3:9][S:8][C:4]1[N:3]=[C:2]([Sn:14]([CH2:28][CH2:29][CH2:30][CH3:31])([CH2:32][CH2:33][CH2:34][CH3:35])[CH2:10][CH2:11][CH2:12][CH3:13])[CH:7]=[CH:6][N:5]=1. The yield is 0.370. (3) The reactants are CS[C:3]1[O:7][C:6]([C:8]2[CH:13]=[CH:12][N:11]=[C:10]([NH:14][C:15]3[CH:20]=[CH:19][CH:18]=[C:17]([C:21]([F:24])([F:23])[F:22])[CH:16]=3)[CH:9]=2)=[N:5][N:4]=1.Cl[C:26]1C=CC=C(C(OO)=O)C=1.[S:36]([O-:40])([O-])(=[O:38])=S.[Na+].[Na+]. The catalyst is CN(C)C(=O)C. The product is [CH3:26][S:36]([C:3]1[O:7][C:6]([C:8]2[CH:13]=[CH:12][N:11]=[C:10]([NH:14][C:15]3[CH:20]=[CH:19][CH:18]=[C:17]([C:21]([F:24])([F:22])[F:23])[CH:16]=3)[CH:9]=2)=[N:5][N:4]=1)(=[O:40])=[O:38]. The yield is 0.250. (4) The reactants are [Si]([O:8][C@@H:9]1[CH2:13][C@@H:12]([NH:14][C:15]2[CH:20]=[C:19]([NH:21][C@H:22]3[C:30]4[C:25](=[CH:26][CH:27]=[CH:28][CH:29]=4)[CH2:24][C@H:23]3[O:31][CH3:32])[N:18]=[CH:17][N:16]=2)[CH2:11][C@@H:10]1[CH2:33][OH:34])(C(C)(C)C)(C)C.N1C=CC=CC=1.Cl[S:42]([NH2:45])(=[O:44])=[O:43]. The catalyst is C(#N)C. The product is [S:42](=[O:44])(=[O:43])([O:34][CH2:33][C@H:10]1[CH2:11][C@H:12]([NH:14][C:15]2[CH:20]=[C:19]([NH:21][C@H:22]3[C:30]4[C:25](=[CH:26][CH:27]=[CH:28][CH:29]=4)[CH2:24][C@H:23]3[O:31][CH3:32])[N:18]=[CH:17][N:16]=2)[CH2:13][C@H:9]1[OH:8])[NH2:45]. The yield is 0.570. (5) The reactants are [F:1][C:2]([F:13])([F:12])[C:3]1[CH:8]=[CH:7][C:6](B(O)O)=[CH:5][CH:4]=1.[NH2:14][C:15]1[CH:22]=[CH:21][C:20](Br)=[CH:19][C:16]=1[C:17]#[N:18].C(=O)([O-])[O-].[Na+].[Na+]. The catalyst is O.CN(C)C=O.C1C=CC([P]([Pd]([P](C2C=CC=CC=2)(C2C=CC=CC=2)C2C=CC=CC=2)([P](C2C=CC=CC=2)(C2C=CC=CC=2)C2C=CC=CC=2)[P](C2C=CC=CC=2)(C2C=CC=CC=2)C2C=CC=CC=2)(C2C=CC=CC=2)C2C=CC=CC=2)=CC=1. The product is [NH2:14][C:15]1[CH:22]=[CH:21][C:20]([C:6]2[CH:7]=[CH:8][C:3]([C:2]([F:13])([F:12])[F:1])=[CH:4][CH:5]=2)=[CH:19][C:16]=1[C:17]#[N:18]. The yield is 0.600. (6) The reactants are [NH2:1][C:2]1[CH:6]=[C:5]([C:7]2[CH:12]=[CH:11][C:10]([C:13]([F:16])([F:15])[F:14])=[CH:9][CH:8]=2)[NH:4][N:3]=1.[OH-].[K+].[C:19](O[C:19]([O:21][C:22]([CH3:25])([CH3:24])[CH3:23])=[O:20])([O:21][C:22]([CH3:25])([CH3:24])[CH3:23])=[O:20]. The catalyst is C(Cl)Cl. The product is [C:22]([O:21][C:19]([N:4]1[C:5]([C:7]2[CH:8]=[CH:9][C:10]([C:13]([F:14])([F:16])[F:15])=[CH:11][CH:12]=2)=[CH:6][C:2]([NH2:1])=[N:3]1)=[O:20])([CH3:25])([CH3:24])[CH3:23]. The yield is 0.690. (7) The reactants are [F:1][C:2]1[C:7]2=[N:8][O:9][C:10]([CH3:11])=[C:6]2[CH:5]=[C:4]([C:12]([O:14][CH3:15])=[O:13])[C:3]=1[NH:16][C:17]1[CH:22]=[CH:21][CH:20]=[CH:19][C:18]=1[F:23].[I:24]N1C(=O)CCC1=O.C(O)(C(F)(F)F)=O. The catalyst is CN(C=O)C. The product is [F:1][C:2]1[C:7]2=[N:8][O:9][C:10]([CH3:11])=[C:6]2[CH:5]=[C:4]([C:12]([O:14][CH3:15])=[O:13])[C:3]=1[NH:16][C:17]1[CH:22]=[CH:21][C:20]([I:24])=[CH:19][C:18]=1[F:23]. The yield is 0.930. (8) The reactants are [CH3:1][O:2][C:3]1[CH:4]=[C:5]([SH:9])[CH:6]=[CH:7][CH:8]=1.Cl.Cl[CH2:12][CH2:13][NH2:14].C([O-])([O-])=O.[Cs+].[Cs+].CCOC(C)=O. The catalyst is CC#N. The product is [CH3:1][O:2][C:3]1[CH:4]=[C:5]([S:9][CH2:12][CH2:13][NH2:14])[CH:6]=[CH:7][CH:8]=1. The yield is 0.950. (9) The reactants are [CH3:1][N:2]1[C:6]([C:7]([OH:9])=O)=[CH:5][CH:4]=[N:3]1.O1CCCC1.S(Cl)(Cl)=O.[NH2:19][C:20]1[CH:21]=[C:22]([CH:39]=[CH:40][C:41]=1[CH3:42])[O:23][C:24]1[CH:25]=[CH:26][C:27]2[N:28]([N:30]=[C:31]([NH:33][C:34]([CH:36]3[CH2:38][CH2:37]3)=[O:35])[N:32]=2)[CH:29]=1. The catalyst is CN(C)C=O.CN(C)C(=O)C. The product is [CH:36]1([C:34]([NH:33][C:31]2[N:32]=[C:27]3[CH:26]=[CH:25][C:24]([O:23][C:22]4[CH:39]=[CH:40][C:41]([CH3:42])=[C:20]([NH:19][C:7]([C:6]5[N:2]([CH3:1])[N:3]=[CH:4][CH:5]=5)=[O:9])[CH:21]=4)=[CH:29][N:28]3[N:30]=2)=[O:35])[CH2:37][CH2:38]1. The yield is 0.470.